Task: Predict the reaction yield, written as a fraction of the theoretical maximum amount of product (1.0 means a 100% yield; for example, 0.34 means a 34% yield).. Dataset: Reaction yield outcomes from USPTO patents with 853,638 reactions The reactants are [CH3:1][O:2][C:3]1[CH:10]=[C:9]([O:11][CH3:12])[C:8]([C:13]2[CH:14]=[N:15][CH:16]=[CH:17][CH:18]=2)=[CH:7][C:4]=1[CH:5]=O.[C:19]([C:22]1[CH:27]=[CH:26][C:25]([S:28]([NH2:31])(=[O:30])=[O:29])=[CH:24][CH:23]=1)(=[O:21])[CH3:20]. No catalyst specified. The product is [CH3:1][O:2][C:3]1[CH:10]=[C:9]([O:11][CH3:12])[C:8]([C:13]2[CH:14]=[N:15][CH:16]=[CH:17][CH:18]=2)=[CH:7][C:4]=1/[CH:5]=[CH:20]/[C:19]([C:22]1[CH:23]=[CH:24][C:25]([S:28]([NH2:31])(=[O:30])=[O:29])=[CH:26][CH:27]=1)=[O:21]. The yield is 0.510.